Dataset: Forward reaction prediction with 1.9M reactions from USPTO patents (1976-2016). Task: Predict the product of the given reaction. Given the reactants [Cl:1][C:2]1[C:3]2[N:4]([C:8]([C:14]3[CH:15]=[C:16]([CH:46]=[CH:47][CH:48]=3)[O:17][C:18]3[CH:19]=[C:20]([S:24]([N:27](CC4C=CC(OC)=CC=4)CC4C=CC(OC)=CC=4)(=[O:26])=[O:25])[CH:21]=[CH:22][CH:23]=3)=[C:9]([CH:11]([CH3:13])[CH3:12])[N:10]=2)[CH:5]=[CH:6][CH:7]=1.FC(F)(F)C(O)=O, predict the reaction product. The product is: [Cl:1][C:2]1[C:3]2[N:4]([C:8]([C:14]3[CH:15]=[C:16]([CH:46]=[CH:47][CH:48]=3)[O:17][C:18]3[CH:19]=[C:20]([S:24]([NH2:27])(=[O:25])=[O:26])[CH:21]=[CH:22][CH:23]=3)=[C:9]([CH:11]([CH3:12])[CH3:13])[N:10]=2)[CH:5]=[CH:6][CH:7]=1.